Dataset: Catalyst prediction with 721,799 reactions and 888 catalyst types from USPTO. Task: Predict which catalyst facilitates the given reaction. (1) Reactant: [CH2:1]([C@H:8]([NH:19][C:20](=[O:43])[O:21][NH:22][C:23](=[O:42])[C@@H:24]([NH:29][C:30]([C:32]1[CH:41]=[CH:40][C:39]2[C:34](=[CH:35][CH:36]=[CH:37][CH:38]=2)[N:33]=1)=[O:31])[CH2:25][C:26]([NH2:28])=[O:27])[C@H:9]([OH:18])[CH2:10][NH:11][O:12][CH:13]1[CH2:17][CH2:16][CH2:15][CH2:14]1)[C:2]1[CH:7]=[CH:6][CH:5]=[CH:4][CH:3]=1.Cl[S:45]([C:48]1[CH:61]=[CH:60][C:51]2[NH:52][C:53]([NH:55][C:56](=[O:59])[O:57][CH3:58])=[N:54][C:50]=2[CH:49]=1)(=[O:47])=[O:46].C(N(C(C)C)CC)(C)C. Product: [CH2:1]([C@H:8]([NH:19][C:20](=[O:43])[O:21][NH:22][C:23](=[O:42])[C@@H:24]([NH:29][C:30]([C:32]1[CH:41]=[CH:40][C:39]2[C:34](=[CH:35][CH:36]=[CH:37][CH:38]=2)[N:33]=1)=[O:31])[CH2:25][C:26]([NH2:28])=[O:27])[C@H:9]([OH:18])[CH2:10][N:11]([O:12][CH:13]1[CH2:14][CH2:15][CH2:16][CH2:17]1)[S:45]([C:48]1[CH:61]=[CH:60][C:51]2[NH:52][C:53]([NH:55][C:56]([O:57][CH3:58])=[O:59])=[N:54][C:50]=2[CH:49]=1)(=[O:47])=[O:46])[C:2]1[CH:7]=[CH:6][CH:5]=[CH:4][CH:3]=1. The catalyst class is: 83. (2) Reactant: [Br:1][C:2]1[CH:7]=[CH:6][C:5]([CH2:8][N:9]2[CH:14]=[CH:13][C:12]3=[N:15][C:16]([C:18]4[CH:23]=[CH:22][CH:21]=[CH:20][CH:19]=4)=[N:17][C:11]3=[C:10]2Cl)=[CH:4][CH:3]=1.[OH-:25].[Na+].O.Cl. Product: [Br:1][C:2]1[CH:7]=[CH:6][C:5]([CH2:8][N:9]2[CH:14]=[CH:13][C:12]3=[N:15][C:16]([C:18]4[CH:23]=[CH:22][CH:21]=[CH:20][CH:19]=4)=[N:17][C:11]3=[C:10]2[OH:25])=[CH:4][CH:3]=1. The catalyst class is: 3. (3) Reactant: O1CCCCC1[N:7]1[C:15]2[C:10](=[CH:11][C:12]([C:16]3[N:20]=[CH:19][N:18](C(C4C=CC=CC=4)(C4C=CC=CC=4)C4C=CC=CC=4)[N:17]=3)=[CH:13][CH:14]=2)[C:9]([C:40]2[CH:41]=[C:42]([NH:46][C:47](=[O:56])/[CH:48]=[CH:49]/[C:50]3[CH:55]=[CH:54][CH:53]=[CH:52][CH:51]=3)[CH:43]=[CH:44][CH:45]=2)=[N:8]1.Cl. Product: [NH:18]1[CH:19]=[N:20][C:16]([C:12]2[CH:11]=[C:10]3[C:15](=[CH:14][CH:13]=2)[NH:7][N:8]=[C:9]3[C:40]2[CH:41]=[C:42]([NH:46][C:47](=[O:56])/[CH:48]=[CH:49]/[C:50]3[CH:51]=[CH:52][CH:53]=[CH:54][CH:55]=3)[CH:43]=[CH:44][CH:45]=2)=[N:17]1. The catalyst class is: 12. (4) Reactant: [F:1][C:2]1[CH:7]=[CH:6][C:5]([F:8])=[CH:4][C:3]=1[C@@H:9]1[C@@H:14]([NH:15]C(=O)OC(C)(C)C)[CH2:13][C@@H:12]([N:23]2[CH2:30][C:29]3[CH2:28][NH:27][N:26]([S:31]([CH:34]4[CH2:36][CH2:35]4)(=[O:33])=[O:32])[C:25]=3[CH2:24]2)[CH2:11][O:10]1.[F:37][C:38]([F:43])([F:42])[C:39]([OH:41])=[O:40]. Product: [F:37][C:38]([F:43])([F:42])[C:39]([OH:41])=[O:40].[F:1][C:2]1[CH:7]=[CH:6][C:5]([F:8])=[CH:4][C:3]=1[C@@H:9]1[C@@H:14]([NH2:15])[CH2:13][C@@H:12]([N:23]2[CH2:30][C:29]3[CH2:28][NH:27][N:26]([S:31]([CH:34]4[CH2:36][CH2:35]4)(=[O:32])=[O:33])[C:25]=3[CH2:24]2)[CH2:11][O:10]1. The catalyst class is: 4. (5) Reactant: [C:1]([N:8]1[CH2:13][CH2:12][NH:11][CH2:10][CH2:9]1)([O:3][C:4]([CH3:7])([CH3:6])[CH3:5])=[O:2].C(N(CC)CC)C.[CH3:21][N:22]1[CH:26]=[C:25]([S:27](Cl)(=[O:29])=[O:28])[N:24]=[CH:23]1. Product: [C:4]([O:3][C:1]([N:8]1[CH2:9][CH2:10][N:11]([S:27]([C:25]2[N:24]=[CH:23][N:22]([CH3:21])[CH:26]=2)(=[O:29])=[O:28])[CH2:12][CH2:13]1)=[O:2])([CH3:7])([CH3:6])[CH3:5]. The catalyst class is: 2. (6) Reactant: [C:1]([O:5][C:6]([NH:8][NH:9][CH2:10][C:11]1[CH:16]=[CH:15][C:14]([C:17]2[CH:22]=[CH:21][CH:20]=[CH:19][N:18]=2)=[CH:13][CH:12]=1)=[O:7])([CH3:4])([CH3:3])[CH3:2].[O:23]1[C@@H:25]([C@@H:26]([NH:34][C:35]([O:37][C:38]([CH3:41])([CH3:40])[CH3:39])=[O:36])[CH2:27][C:28]2[CH:33]=[CH:32][CH:31]=[CH:30][CH:29]=2)[CH2:24]1. Product: [C:1]([O:5][C:6]([NH:8][N:9]([CH2:24][CH:25]([OH:23])[CH:26]([NH:34][C:35]([O:37][C:38]([CH3:41])([CH3:40])[CH3:39])=[O:36])[CH2:27][C:28]1[CH:33]=[CH:32][CH:31]=[CH:30][CH:29]=1)[CH2:10][C:11]1[CH:16]=[CH:15][C:14]([C:17]2[CH:22]=[CH:21][CH:20]=[CH:19][N:18]=2)=[CH:13][CH:12]=1)=[O:7])([CH3:4])([CH3:2])[CH3:3]. The catalyst class is: 41.